From a dataset of NCI-60 drug combinations with 297,098 pairs across 59 cell lines. Regression. Given two drug SMILES strings and cell line genomic features, predict the synergy score measuring deviation from expected non-interaction effect. (1) Synergy scores: CSS=33.8, Synergy_ZIP=-2.72, Synergy_Bliss=0.434, Synergy_Loewe=-14.8, Synergy_HSA=0.222. Cell line: SK-MEL-5. Drug 2: COC1=C(C=C2C(=C1)N=CN=C2NC3=CC(=C(C=C3)F)Cl)OCCCN4CCOCC4. Drug 1: C1CC(=O)NC(=O)C1N2CC3=C(C2=O)C=CC=C3N. (2) Drug 1: COC1=CC(=CC(=C1O)OC)C2C3C(COC3=O)C(C4=CC5=C(C=C24)OCO5)OC6C(C(C7C(O6)COC(O7)C8=CC=CS8)O)O. Drug 2: CC1=C(C=C(C=C1)NC(=O)C2=CC=C(C=C2)CN3CCN(CC3)C)NC4=NC=CC(=N4)C5=CN=CC=C5. Cell line: OVCAR-8. Synergy scores: CSS=26.6, Synergy_ZIP=4.20, Synergy_Bliss=4.63, Synergy_Loewe=-21.1, Synergy_HSA=3.71.